This data is from Blood-brain barrier penetration binary classification data from Martins et al.. The task is: Regression/Classification. Given a drug SMILES string, predict its absorption, distribution, metabolism, or excretion properties. Task type varies by dataset: regression for continuous measurements (e.g., permeability, clearance, half-life) or binary classification for categorical outcomes (e.g., BBB penetration, CYP inhibition). Dataset: bbb_martins. (1) The molecule is CCN(CC)C(=S)SSC(=S)N(CC)CC. The result is 1 (penetrates BBB). (2) The drug is O=C(O)CC(O)(CC(=O)O)C(=O)O.O=C1[C@H]2[C@@H]3CC[C@@H](C3)[C@H]2C(=O)N1CCCCN1CCN(c2ncccn2)CC1. The result is 1 (penetrates BBB). (3) The molecule is CN(C)C1C(=O)/C(=C(/O)NCN2CCN(C(=N)N=C(N)N)CC2)C(=O)C2(O)C(=O)C3=C(O)c4c(O)cccc4C(C)(O)C3CC12. The result is 0 (does not penetrate BBB). (4) The molecule is C[N+]1(C)CCC(OC(=O)C(O)(c2ccccc2)C2CCCC2)C1.[Br-]. The result is 0 (does not penetrate BBB). (5) The drug is CC(=O)OCC(=O)[C@@]1(O)CC[C@H]2[C@@H]3C[C@H](C)C4=CC(=O)C=C[C@]4(C)[C@H]3[C@@H](O)C[C@@]21C. The result is 1 (penetrates BBB).